The task is: Predict the reaction yield, written as a fraction of the theoretical maximum amount of product (1.0 means a 100% yield; for example, 0.34 means a 34% yield).. This data is from Reaction yield outcomes from USPTO patents with 853,638 reactions. (1) The reactants are [S:1]1[C:5]2[CH:6]=[CH:7][CH:8]=[CH:9][C:4]=2[C:3]([C:10]2[CH:15]=[C:14]([C:16]3[C:20]4[CH:21]=[CH:22][CH:23]=[CH:24][C:19]=4[S:18][CH:17]=3)[CH:13]=[CH:12][C:11]=2[OH:25])=[CH:2]1.C(Cl)Cl.C(N(CC)CC)C.[C:36](Cl)(=[O:39])[CH:37]=[CH2:38]. The catalyst is O. The product is [C:36]([O:25][C:11]1[CH:12]=[CH:13][C:14]([C:16]2[C:20]3[CH:21]=[CH:22][CH:23]=[CH:24][C:19]=3[S:18][CH:17]=2)=[CH:15][C:10]=1[C:3]1[C:4]2[CH:9]=[CH:8][CH:7]=[CH:6][C:5]=2[S:1][CH:2]=1)(=[O:39])[CH:37]=[CH2:38]. The yield is 0.630. (2) The reactants are S(S([O-])=O)([O-])=O.[Na+].[Na+].[Cl:9][C:10]1[CH:15]=[CH:14][C:13]([C:16]2[C:20]3[CH2:21][N:22]([C:25](=[O:27])[CH3:26])[CH2:23][CH2:24][C:19]=3[N:18]([CH2:28][CH:29]([OH:44])[CH2:30][N:31]3[CH2:36][CH2:35][N:34]([C:37]4[CH:42]=[CH:41][CH:40]=[CH:39][C:38]=4[CH3:43])[CH2:33][CH2:32]3)[N:17]=2)=[CH:12][C:11]=1[N+:45]([O-])=O.Cl.C(=O)(O)[O-].[Na+]. The catalyst is O.C1COCC1. The product is [NH2:45][C:11]1[CH:12]=[C:13]([C:16]2[C:20]3[CH2:21][N:22]([C:25](=[O:27])[CH3:26])[CH2:23][CH2:24][C:19]=3[N:18]([CH2:28][CH:29]([OH:44])[CH2:30][N:31]3[CH2:32][CH2:33][N:34]([C:37]4[CH:42]=[CH:41][CH:40]=[CH:39][C:38]=4[CH3:43])[CH2:35][CH2:36]3)[N:17]=2)[CH:14]=[CH:15][C:10]=1[Cl:9]. The yield is 0.841. (3) The reactants are [F:1][C:2]([F:7])([F:6])[C:3]([OH:5])=[O:4].[F:8][C:9]([F:14])([F:13])[C:10]([OH:12])=[O:11].[Cl:15][C:16]1[CH:17]=[N:18][C:19]2[NH:20][C:21]3[CH:22]=[CH:23][CH:24]=[C:25]([CH:43]=3)[CH2:26][CH2:27][C:28]3[CH:36]=[C:32]([NH:33][C:34]=1[N:35]=2)[CH:31]=[CH:30][C:29]=3[N:37]1[CH2:42][CH2:41][NH:40][CH2:39][CH2:38]1.[N:44]([C:47]1[CH:48]=[C:49]([CH:52]=[CH:53][CH:54]=1)[C:50]#[N:51])=[C:45]=[O:46]. No catalyst specified. The product is [F:1][C:2]([F:7])([F:6])[C:3]([OH:5])=[O:4].[F:8][C:9]([F:14])([F:13])[C:10]([OH:12])=[O:11].[Cl:15][C:16]1[CH:17]=[N:18][C:19]2[NH:20][C:21]3[CH:22]=[CH:23][CH:24]=[C:25]([CH:43]=3)[CH2:26][CH2:27][C:28]3[CH:36]=[C:32]([NH:33][C:34]=1[N:35]=2)[CH:31]=[CH:30][C:29]=3[N:37]1[CH2:42][CH2:41][N:40]([C:45]([NH:44][C:47]2[CH:54]=[CH:53][CH:52]=[C:49]([C:50]#[N:51])[CH:48]=2)=[O:46])[CH2:39][CH2:38]1. The yield is 0.350. (4) The reactants are [Cl:1][C:2]1[C:7]([CH:8]=[O:9])=[CH:6][N:5]=[C:4]2[N:10]([CH2:13][O:14][CH2:15][CH2:16][Si:17]([CH3:20])([CH3:19])[CH3:18])[CH:11]=[CH:12][C:3]=12.[CH2:21]([Mg]Br)[CH3:22].O1CCCC1.[Cl-].[NH4+]. The catalyst is O1CCCC1. The product is [Cl:1][C:2]1[C:7]([CH:8]([OH:9])[CH2:21][CH3:22])=[CH:6][N:5]=[C:4]2[N:10]([CH2:13][O:14][CH2:15][CH2:16][Si:17]([CH3:20])([CH3:19])[CH3:18])[CH:11]=[CH:12][C:3]=12. The yield is 0.620.